Dataset: Forward reaction prediction with 1.9M reactions from USPTO patents (1976-2016). Task: Predict the product of the given reaction. (1) Given the reactants [CH3:1][C:2]1([CH3:14])[C:6]([CH3:8])([CH3:7])[O:5][B:4]([C:9]2[CH:10]=[N:11][NH:12][CH:13]=2)[O:3]1.I[CH2:16][CH3:17].C(=O)([O-])[O-].[Cs+].[Cs+], predict the reaction product. The product is: [CH2:16]([N:12]1[CH:13]=[C:9]([B:4]2[O:5][C:6]([CH3:7])([CH3:8])[C:2]([CH3:14])([CH3:1])[O:3]2)[CH:10]=[N:11]1)[CH3:17]. (2) Given the reactants [Br:1][C:2]1[CH:7]=[CH:6][N:5]2[C:8]([C:11]([O:13]CC)=[O:12])=[CH:9][N:10]=[C:4]2[CH:3]=1.O.[OH-].[Li+].O1CCCC1.C(O)C.O.O, predict the reaction product. The product is: [Br:1][C:2]1[CH:7]=[CH:6][N:5]2[C:8]([C:11]([OH:13])=[O:12])=[CH:9][N:10]=[C:4]2[CH:3]=1. (3) Given the reactants [C:1]([NH:18][C@H:19]([C:27]([OH:29])=O)[CH2:20][C:21]1[CH:26]=[CH:25][CH:24]=[CH:23][CH:22]=1)([O:3]CC1C2C(=CC=CC=2)C2C1=CC=CC=2)=O.O[N:31]1[C:35]2[CH:36]=[CH:37][CH:38]=CC=2N=N1.CC[N:42]=[C:43]=[N:44]CCCN(C)C.Cl.[NH:52]1CCCCC1.[C:58]1(=[O:65])[O:64]C(=O)[CH2:61][CH2:60][CH2:59]1, predict the reaction product. The product is: [NH:42]([CH2:38][CH2:37][CH2:36][CH2:35][NH:31][C:27]([C@@H:19]([NH:18][C:1]([CH2:61][CH2:60][CH2:59][C:58]([OH:64])=[O:65])=[O:3])[CH2:20][C:21]1[CH:22]=[CH:23][CH:24]=[CH:25][CH:26]=1)=[O:29])[C:43]([NH2:44])=[NH:52]. (4) The product is: [CH3:49][C:46]1([CH3:50])[O:45][C:44]2[CH:51]=[CH:52][C:41]([C@H:39]3[O:38][C:37](=[O:53])[N:36]([CH2:35][CH2:34][C:31]4[CH:30]=[CH:29][C:28]([O:27][CH2:26][CH2:25][O:15][CH2:14][C:10]5[CH:11]=[CH:12][CH:13]=[C:8]([O:7][CH2:6][O:5][CH2:4][CH2:3][Si:2]([CH3:17])([CH3:16])[CH3:1])[CH:9]=5)=[CH:33][CH:32]=4)[CH2:40]3)=[CH:42][C:43]=2[CH2:48][O:47]1. Given the reactants [CH3:1][Si:2]([CH3:17])([CH3:16])[CH2:3][CH2:4][O:5][CH2:6][O:7][C:8]1[CH:9]=[C:10]([CH2:14][OH:15])[CH:11]=[CH:12][CH:13]=1.[H-].[Na+].CS(O[CH2:25][CH2:26][O:27][C:28]1[CH:33]=[CH:32][C:31]([CH2:34][CH2:35][N:36]2[CH2:40][C@@H:39]([C:41]3[CH:52]=[CH:51][C:44]4[O:45][C:46]([CH3:50])([CH3:49])[O:47][CH2:48][C:43]=4[CH:42]=3)[O:38][C:37]2=[O:53])=[CH:30][CH:29]=1)(=O)=O.P([O-])([O-])([O-])=O, predict the reaction product.